This data is from Reaction yield outcomes from USPTO patents with 853,638 reactions. The task is: Predict the reaction yield, written as a fraction of the theoretical maximum amount of product (1.0 means a 100% yield; for example, 0.34 means a 34% yield). (1) The reactants are Cl.C=[O:3].[C:4]1([P:10]([C:12]2[CH:17]=[CH:16][CH:15]=[CH:14][CH:13]=2)Cl)[CH:9]=[CH:8][CH:7]=[CH:6][CH:5]=1.[C:18]([O-])(O)=[O:19].[Na+]. No catalyst specified. The product is [OH:19][CH2:18][P:10](=[O:3])([C:12]1[CH:17]=[CH:16][CH:15]=[CH:14][CH:13]=1)[C:4]1[CH:9]=[CH:8][CH:7]=[CH:6][CH:5]=1. The yield is 0.890. (2) The reactants are [C:1]([C:5]1[CH:9]=[C:8]([NH:10][C:11](=[O:19])OC2C=CC=CC=2)[N:7]([CH2:20][CH:21]([CH3:23])[CH3:22])[N:6]=1)([CH3:4])([CH3:3])[CH3:2].C(N(CC)C(C)C)(C)C.[CH3:33][O:34][C:35]1[CH:36]=[C:37]2[C:42](=[CH:43][C:44]=1[O:45][CH3:46])[N:41]=[CH:40][N:39]=[C:38]2[O:47][C:48]1[CH:49]=[C:50]([CH:52]=[CH:53][CH:54]=1)[NH2:51]. The catalyst is C1COCC1. The product is [C:1]([C:5]1[CH:9]=[C:8]([NH:10][C:11]([NH:51][C:50]2[CH:52]=[CH:53][CH:54]=[C:48]([O:47][C:38]3[C:37]4[C:42](=[CH:43][C:44]([O:45][CH3:46])=[C:35]([O:34][CH3:33])[CH:36]=4)[N:41]=[CH:40][N:39]=3)[CH:49]=2)=[O:19])[N:7]([CH2:20][CH:21]([CH3:22])[CH3:23])[N:6]=1)([CH3:2])([CH3:3])[CH3:4]. The yield is 0.380. (3) The reactants are [Br:1][C:2]1[CH:7]=[CH:6][C:5]([CH2:8][CH2:9][CH2:10][C:11]([NH:13][C:14]2[CH:19]=[CH:18][C:17]([S:20]([CH2:23][CH3:24])(=[O:22])=[O:21])=[C:16]([C:25]#[N:26])[CH:15]=2)=[O:12])=[C:4](C)[CH:3]=1.N[C:29]1C=CC(S(C(C)C)(=O)=O)=C(C=1)C#N.BrC1C=CC(CCCC(Cl)=O)=CC=1. No catalyst specified. The product is [Br:1][C:2]1[CH:7]=[CH:6][C:5]([CH2:8][CH2:9][CH2:10][C:11]([NH:13][C:14]2[CH:19]=[CH:18][C:17]([S:20]([CH:23]([CH3:24])[CH3:29])(=[O:22])=[O:21])=[C:16]([C:25]#[N:26])[CH:15]=2)=[O:12])=[CH:4][CH:3]=1. The yield is 0.920. (4) The reactants are Cl[C:2]1[N:7]=[C:6]([NH:8][CH3:9])[C:5]([C:10]([F:13])([F:12])[F:11])=[CH:4][N:3]=1.[CH:14]([N:17]1[CH:21]=[C:20]([NH2:22])[CH:19]=[N:18]1)([CH3:16])[CH3:15].C(=O)([O-])[O-].[Cs+].[Cs+].CC(C1C=C(C(C)C)C(C2C=CC=CC=2P(C2CCCCC2)C2CCCCC2)=C(C(C)C)C=1)C. The catalyst is C1C=CC(/C=C/C(/C=C/C2C=CC=CC=2)=O)=CC=1.C1C=CC(/C=C/C(/C=C/C2C=CC=CC=2)=O)=CC=1.C1C=CC(/C=C/C(/C=C/C2C=CC=CC=2)=O)=CC=1.[Pd].[Pd].O1CCOCC1. The product is [CH:14]([N:17]1[CH:21]=[C:20]([NH:22][C:2]2[N:7]=[C:6]([NH:8][CH3:9])[C:5]([C:10]([F:13])([F:12])[F:11])=[CH:4][N:3]=2)[CH:19]=[N:18]1)([CH3:16])[CH3:15]. The yield is 0.160. (5) The reactants are [Br:1][C:2]1[S:3][C:4]([CH:7]([OH:10])[CH2:8][CH3:9])=[CH:5][N:6]=1.CC(OI1(OC(C)=O)(OC(C)=O)OC(=O)C2C=CC=CC1=2)=O. The catalyst is ClCCl. The product is [Br:1][C:2]1[S:3][C:4]([C:7](=[O:10])[CH2:8][CH3:9])=[CH:5][N:6]=1. The yield is 0.430. (6) The reactants are [CH3:1][S:2](Cl)(=[O:4])=[O:3].[N+:6]([C:9]1[CH:14]=[CH:13][C:12]([NH2:15])=[CH:11][CH:10]=1)([O-])=O. The catalyst is C(Cl)Cl.N1C=CC=CC=1. The product is [NH2:6][C:9]1[CH:14]=[CH:13][C:12]([NH:15][S:2]([CH3:1])(=[O:4])=[O:3])=[CH:11][CH:10]=1. The yield is 0.950.